From a dataset of Retrosynthesis with 50K atom-mapped reactions and 10 reaction types from USPTO. Predict the reactants needed to synthesize the given product. The reactants are: O=C(O)c1ccc(-c2cnc(OCC3CCN(CC4(C(F)(F)F)CCC4)CC3)cn2)cc1.OC[C@H]1CCCN1. Given the product O=C(c1ccc(-c2cnc(OCC3CCN(CC4(C(F)(F)F)CCC4)CC3)cn2)cc1)N1CCC[C@@H]1CO, predict the reactants needed to synthesize it.